From a dataset of Forward reaction prediction with 1.9M reactions from USPTO patents (1976-2016). Predict the product of the given reaction. (1) The product is: [CH3:1]/[C:2](=[CH:6]\[CH2:7][CH2:8][CH3:9])/[C:3]([N:33]1[C@@H:32]([C:26]2[CH:27]=[CH:28][CH:29]=[CH:30][CH:31]=2)[C@@H:36]([C:37]2[CH:38]=[CH:39][CH:40]=[CH:41][CH:42]=2)[O:35][C:34]1=[O:43])=[O:4]. Given the reactants [CH3:1]/[C:2](=[CH:6]\[CH2:7][CH2:8][CH3:9])/[C:3](O)=[O:4].C(N(CC)CC)C.C(Cl)(=O)C(C)(C)C.[Cl-].[Li+].[C:26]1([C@H:32]2[C@@H:36]([C:37]3[CH:42]=[CH:41][CH:40]=[CH:39][CH:38]=3)[O:35][C:34](=[O:43])[NH:33]2)[CH:31]=[CH:30][CH:29]=[CH:28][CH:27]=1, predict the reaction product. (2) Given the reactants Cl[C:2]1[C:11]2[C:6](=[CH:7][CH:8]=[C:9]([I:12])[CH:10]=2)[N:5]=[CH:4][C:3]=1[C:13]#[N:14].CCN(C(C)C)C(C)C.[SH:24][CH2:25][CH2:26][CH2:27][OH:28], predict the reaction product. The product is: [OH:28][CH2:27][CH2:26][CH2:25][S:24][C:2]1[C:11]2[C:6](=[CH:7][CH:8]=[C:9]([I:12])[CH:10]=2)[N:5]=[CH:4][C:3]=1[C:13]#[N:14]. (3) Given the reactants [N:1]([CH2:4][C@@H:5]1[CH2:10][NH:9][C:8]2[CH:11]=[CH:12][CH:13]=[C:14](Br)[C:7]=2[O:6]1)=[N+:2]=[N-:3].[Cl:16][C:17]1[CH:22]=[C:21]([O:23][CH3:24])[CH:20]=[CH:19][C:18]=1B(O)O, predict the reaction product. The product is: [N:1]([CH2:4][C@H:5]1[CH2:10][NH:9][C:8]2[CH:11]=[CH:12][CH:13]=[C:14]([C:18]3[CH:19]=[CH:20][C:21]([O:23][CH3:24])=[CH:22][C:17]=3[Cl:16])[C:7]=2[O:6]1)=[N+:2]=[N-:3]. (4) Given the reactants [CH3:1][N:2]1[C:10]([CH3:11])=[C:9]2[C:4]([CH:5]=[CH:6][C:7]([N:12]3[CH:17]=[CH:16][C:15]([OH:18])=[CH:14][C:13]3=[O:19])=[CH:8]2)=[N:3]1.[Br:20][C:21]1[CH:26]=[CH:25][C:24]([CH2:27]O)=[CH:23][CH:22]=1.C1(P(C2C=CC=CC=2)C2C=CC=CC=2)C=CC=CC=1.O, predict the reaction product. The product is: [Br:20][C:21]1[CH:26]=[CH:25][C:24]([CH2:27][O:18][C:15]2[CH:16]=[CH:17][N:12]([C:7]3[CH:6]=[CH:5][C:4]4[C:9](=[C:10]([CH3:11])[N:2]([CH3:1])[N:3]=4)[CH:8]=3)[C:13](=[O:19])[CH:14]=2)=[CH:23][CH:22]=1. (5) Given the reactants [CH2:1]([O:3][CH:4]=[CH2:5])[CH3:2].[Br:6][CH:7]([CH3:17])[C:8]([C:10]1[CH:15]=[CH:14][C:13]([OH:16])=[CH:12][CH:11]=1)=[O:9], predict the reaction product. The product is: [Br:6][CH:7]([CH3:17])[C:8]([C:10]1[CH:15]=[CH:14][C:13]([O:16][CH:1]([O:3][CH2:4][CH3:5])[CH3:2])=[CH:12][CH:11]=1)=[O:9]. (6) Given the reactants C[CH:2]([SH:6])[C:3]([O-:5])=[O:4].[H-].[Na+].CO[C:11](=[O:20])[C:12]1[C:17]([Cl:18])=[CH:16][N:15]=[CH:14][C:13]=1Cl.[Cl-].[NH4+].[CH3:23]N(C)C=O, predict the reaction product. The product is: [CH3:23][O:5][C:3]([C:2]1[S:6][C:13]2=[CH:14][N:15]=[CH:16][C:17]([Cl:18])=[C:12]2[C:11]=1[OH:20])=[O:4]. (7) Given the reactants [N:1]([CH2:4][CH2:5][O:6][CH2:7][CH2:8][O:9][CH2:10][CH2:11][O:12][CH2:13][CH2:14][O:15][CH2:16][CH2:17][O:18][CH2:19][CH2:20][O:21][CH2:22][CH2:23][O:24][CH2:25][CH2:26][O:27][CH2:28][CH2:29][O:30][CH2:31][CH2:32][O:33][CH2:34][CH2:35][NH2:36])=[N+:2]=[N-:3].[Cl:37][C:38]1[CH:39]=[C:40]2[C:45](=[C:46]([Cl:48])[CH:47]=1)[CH2:44][N:43]([CH3:49])[CH2:42][CH:41]2[C:50]1[CH:51]=[C:52]([S:56](Cl)(=[O:58])=[O:57])[CH:53]=[CH:54][CH:55]=1.CCN(C(C)C)C(C)C, predict the reaction product. The product is: [N:1]([CH2:4][CH2:5][O:6][CH2:7][CH2:8][O:9][CH2:10][CH2:11][O:12][CH2:13][CH2:14][O:15][CH2:16][CH2:17][O:18][CH2:19][CH2:20][O:21][CH2:22][CH2:23][O:24][CH2:25][CH2:26][O:27][CH2:28][CH2:29][O:30][CH2:31][CH2:32][O:33][CH2:34][CH2:35][NH:36][S:56]([C:52]1[CH:53]=[CH:54][CH:55]=[C:50]([CH:41]2[C:40]3[C:45](=[C:46]([Cl:48])[CH:47]=[C:38]([Cl:37])[CH:39]=3)[CH2:44][N:43]([CH3:49])[CH2:42]2)[CH:51]=1)(=[O:58])=[O:57])=[N+:2]=[N-:3]. (8) Given the reactants [CH2:1]([O:3][P:4]([C:9]([F:35])([F:34])[CH2:10][CH2:11][O:12][CH2:13][CH2:14][O:15][C:16]1[CH:31]=[CH:30][C:19](/[CH:20]=[C:21](\[C:27](=O)[CH3:28])/[C:22](OCC)=[O:23])=[C:18]([O:32][CH3:33])[CH:17]=1)([O:6][CH2:7][CH3:8])=[O:5])[CH3:2].C(=O)(O)O.[NH2:40][C:41]([NH2:43])=[NH:42], predict the reaction product. The product is: [NH2:43][C:41]1[N:42]=[C:22]([OH:23])[C:21]([CH2:20][C:19]2[CH:30]=[CH:31][C:16]([O:15][CH2:14][CH2:13][O:12][CH2:11][CH2:10][C:9]([P:4](=[O:5])([O:6][CH2:7][CH3:8])[O:3][CH2:1][CH3:2])([F:35])[F:34])=[CH:17][C:18]=2[O:32][CH3:33])=[C:27]([CH3:28])[N:40]=1. (9) Given the reactants [CH3:1][C@@H:2]1[CH2:6][CH2:5][CH2:4][N:3]1[CH2:7][CH2:8][CH2:9][O:10][C:11]1[CH:16]=[CH:15][C:14]([CH:17]2[CH2:22][CH2:21][NH:20][CH2:19][CH2:18]2)=[CH:13][CH:12]=1.C(N(CC)CC)C.[C:30]([C:32]1[CH:40]=[CH:39][C:35]([C:36](Cl)=[O:37])=[CH:34][CH:33]=1)#[N:31], predict the reaction product. The product is: [CH3:1][C@@H:2]1[CH2:6][CH2:5][CH2:4][N:3]1[CH2:7][CH2:8][CH2:9][O:10][C:11]1[CH:12]=[CH:13][C:14]([CH:17]2[CH2:18][CH2:19][N:20]([C:36]([C:35]3[CH:39]=[CH:40][C:32]([C:30]#[N:31])=[CH:33][CH:34]=3)=[O:37])[CH2:21][CH2:22]2)=[CH:15][CH:16]=1. (10) Given the reactants [C:1]([C:3]1[N:8]=[C:7]([CH2:9][CH2:10][C:11]([O:13][C:14]([CH3:17])([CH3:16])[CH3:15])=[O:12])[CH:6]=[C:5]([S:18]([CH3:21])(=[O:20])=[O:19])[CH:4]=1)#[N:2].[CH3:22][C:23]1[CH:24]=[C:25]([SH:33])[C:26](=[CH:31][CH:32]=1)[C:27](OC)=[O:28].C(N(CC)CC)C, predict the reaction product. The product is: [CH3:22][C:23]1[CH:32]=[CH:31][C:26]2[C:27](=[O:28])[N:2]=[C:1]([C:3]3[N:8]=[C:7]([CH2:9][CH2:10][C:11]([O:13][C:14]([CH3:15])([CH3:16])[CH3:17])=[O:12])[CH:6]=[C:5]([S:18]([CH3:21])(=[O:20])=[O:19])[CH:4]=3)[S:33][C:25]=2[CH:24]=1.